Dataset: Peptide-MHC class II binding affinity with 134,281 pairs from IEDB. Task: Regression. Given a peptide amino acid sequence and an MHC pseudo amino acid sequence, predict their binding affinity value. This is MHC class II binding data. (1) The peptide sequence is LLNRNNSFKPFAEYK. The MHC is DRB1_0405 with pseudo-sequence DRB1_0405. The binding affinity (normalized) is 0.0130. (2) The peptide sequence is GYKVLVLNPSVAAT. The MHC is DRB4_0101 with pseudo-sequence DRB4_0103. The binding affinity (normalized) is 0.626. (3) The peptide sequence is ISASSAAQRRGRIGR. The MHC is HLA-DQA10201-DQB10402 with pseudo-sequence HLA-DQA10201-DQB10402. The binding affinity (normalized) is 0.558. (4) The peptide sequence is FTVQKGSDPKKLVLD. The MHC is HLA-DQA10301-DQB10302 with pseudo-sequence HLA-DQA10301-DQB10302. The binding affinity (normalized) is 0.0569. (5) The peptide sequence is KKKCDTLLCDIGESSSS. The MHC is DRB3_0301 with pseudo-sequence DRB3_0301. The binding affinity (normalized) is 0.406. (6) The peptide sequence is LFLLSTRQNVEGSYDGAYAP. The MHC is DRB1_1104 with pseudo-sequence DRB1_1104. The binding affinity (normalized) is 0.0135. (7) The peptide sequence is VNFYAWKRMEVGQQA. The MHC is DRB5_0101 with pseudo-sequence DRB5_0101. The binding affinity (normalized) is 0.434.